This data is from Forward reaction prediction with 1.9M reactions from USPTO patents (1976-2016). The task is: Predict the product of the given reaction. (1) The product is: [C:11]([C:10]1[CH:13]=[CH:14][C:7]([O:6][C:5]2[CH:17]=[CH:18][C:2]3[B:27]([OH:28])[O:20][CH2:19][C:3]=3[CH:4]=2)=[C:8]([CH:15]=[O:16])[CH:9]=1)#[N:12]. Given the reactants Br[C:2]1[CH:18]=[CH:17][C:5]([O:6][C:7]2[CH:14]=[CH:13][C:10]([C:11]#[N:12])=[CH:9][C:8]=2[CH:15]=[O:16])=[CH:4][C:3]=1[CH2:19][O:20]C1CCCCO1.[B:27]1(B2OC(C)(C)C(C)(C)O2)OC(C)(C)C(C)(C)[O:28]1.C([O-])(=O)C.[K+], predict the reaction product. (2) The product is: [Cl:1][C:2]1[CH:3]=[C:4]([CH:13]=[CH:14][CH:15]=1)[CH2:5][C:6]1[C:7]([CH3:12])=[N:8][N:9]2[C:27](=[O:28])[CH:26]=[C:25]([C:23]3[CH:22]=[CH:21][C:20]4[O:16][CH2:17][O:18][C:19]=4[CH:24]=3)[NH:11][C:10]=12. Given the reactants [Cl:1][C:2]1[CH:3]=[C:4]([CH:13]=[CH:14][CH:15]=1)[CH2:5][C:6]1[C:7]([CH3:12])=[N:8][NH:9][C:10]=1[NH2:11].[O:16]1[C:20]2[CH:21]=[CH:22][C:23]([C:25](=O)[CH2:26][C:27](OCC)=[O:28])=[CH:24][C:19]=2[O:18][CH2:17]1, predict the reaction product. (3) Given the reactants [Cl:1][C:2]1[CH:7]=[N:6][CH:5]=[C:4]([O:8][CH3:9])[N:3]=1.C(N)(N)=[O:11].OO.FC(F)(F)C(OC(=O)C(F)(F)F)=O.O, predict the reaction product. The product is: [Cl:1][C:2]1[CH:7]=[N+:6]([O-:11])[CH:5]=[C:4]([O:8][CH3:9])[N:3]=1. (4) Given the reactants C([C:6]1[CH:7]=[C:8]([CH:14]=[CH:15][C:16]=1[O:17][CH3:18])[CH:9]=[CH:10][C:11]([OH:13])=O)(=O)CCC.CN(C=[O:23])C.[C:24](Cl)(=[O:28])[C:25](Cl)=O.[NH2:30][C:31]1[S:32][CH:33]=[C:34]([C:36]2[CH:41]=[CH:40][C:39]([Cl:42])=[CH:38][CH:37]=2)[N:35]=1.N1[CH:48]=[CH:47]C=CC=1, predict the reaction product. The product is: [Cl:42][C:39]1[CH:38]=[CH:37][C:36]([C:34]2[N:35]=[C:31]([NH:30][C:11]([CH:10]=[CH:9][C:8]3[CH:14]=[CH:15][C:16]([O:17][CH3:18])=[C:6]([O:23][C:24](=[O:28])[CH2:25][CH2:47][CH3:48])[CH:7]=3)=[O:13])[S:32][CH:33]=2)=[CH:41][CH:40]=1. (5) The product is: [Br:1][C:2]1[CH:11]=[C:10]2[C:5]([C:6]([Cl:17])=[CH:7][CH:8]=[N:9]2)=[CH:4][C:3]=1[O:13][CH3:14]. Given the reactants [Br:1][C:2]1[CH:11]=[C:10]2[C:5]([C:6](O)=[CH:7][CH:8]=[N:9]2)=[CH:4][C:3]=1[O:13][CH3:14].O=P(Cl)(Cl)[Cl:17], predict the reaction product. (6) Given the reactants [NH2:1][C@H:2]1[C:11]2[C:6](=[CH:7][CH:8]=[C:9]([F:12])[CH:10]=2)[N:5]([C:13](=[O:15])[CH3:14])[C@@H:4]([CH:16]2[CH2:18][CH2:17]2)[C@@H:3]1[CH3:19].Br[C:21]1[CH:26]=[CH:25][N:24]=[C:23]([O:27][CH3:28])[N:22]=1.CN(C1C(C2C(P(C3CCCCC3)C3CCCCC3)=CC=CC=2)=CC=CC=1)C.CC(C)([O-])C.[Na+], predict the reaction product. The product is: [CH:16]1([C@H:4]2[C@H:3]([CH3:19])[C@@H:2]([NH:1][C:21]3[CH:26]=[CH:25][N:24]=[C:23]([O:27][CH3:28])[N:22]=3)[C:11]3[C:6](=[CH:7][CH:8]=[C:9]([F:12])[CH:10]=3)[N:5]2[C:13](=[O:15])[CH3:14])[CH2:18][CH2:17]1. (7) Given the reactants [H-].[Na+].[Cl:3][C:4]1[CH:9]=[C:8]([N+:10]([O-:12])=[O:11])[C:7]([OH:13])=[CH:6][C:5]=1[CH3:14].[CH3:15]I.O, predict the reaction product. The product is: [Cl:3][C:4]1[CH:9]=[C:8]([N+:10]([O-:12])=[O:11])[C:7]([O:13][CH3:15])=[CH:6][C:5]=1[CH3:14]. (8) The product is: [F:38][C:25]1[CH:26]=[C:27]([C:30]2[C:31]([C:36]#[N:37])=[CH:32][CH:33]=[CH:34][CH:35]=2)[CH:28]=[CH:29][C:24]=1[CH2:23][C:20]1[C:21](=[O:22])[N:16]([C@H:13]2[CH2:14][CH2:15][C@H:10]([O:9][CH2:8][C:4]3([OH:51])[CH2:7][CH2:6][CH2:5]3)[CH2:11][CH2:12]2)[C:17]2[N:18]([N:42]=[CH:43][N:44]=2)[C:19]=1[CH2:39][CH2:40][CH3:41]. Given the reactants C([C:4]1([CH2:8][O:9][C@H:10]2[CH2:15][CH2:14][C@H:13]([N:16]3[C:21](=[O:22])[C:20]([CH2:23][C:24]4[CH:29]=[CH:28][C:27]([C:30]5[C:31]([C:36]#[N:37])=[CH:32][CH:33]=[CH:34][CH:35]=5)=[CH:26][C:25]=4[F:38])=[C:19]([CH2:39][CH2:40][CH3:41])[N:18]4[N:42]=[CH:43][N:44]=[C:17]34)[CH2:12][CH2:11]2)[CH2:7][CH2:6][CH2:5]1)(=O)C.O.OO.FC(F)(F)C(OC(=O)C(F)(F)F)=[O:51].C(=O)([O-])O.[Na+].S([O-])([O-])(=O)=S.[Na+].[Na+], predict the reaction product.